From a dataset of Forward reaction prediction with 1.9M reactions from USPTO patents (1976-2016). Predict the product of the given reaction. (1) Given the reactants [Cl:1][C:2]1[CH:7]=[C:6]([C:8]2[N:9]=[C:10](O)[C:11]3[C:17]([O:18][CH3:19])=[CH:16][N:15]=[CH:14][C:12]=3[N:13]=2)[CH:5]=[CH:4][N:3]=1.[NH:21]1[CH2:24][CH:23]([CH2:25][OH:26])[CH2:22]1.Cl.C(OC(N1CCN(C2C3C(C4CC4)=CN=CC=3N=C(C3C=CN=C(Cl)C=3)N=2)CC1)=O)(C)(C)C, predict the reaction product. The product is: [Cl:1][C:2]1[CH:7]=[C:6]([C:8]2[N:9]=[C:10]([N:21]3[CH2:24][CH:23]([CH2:25][OH:26])[CH2:22]3)[C:11]3[C:17]([O:18][CH3:19])=[CH:16][N:15]=[CH:14][C:12]=3[N:13]=2)[CH:5]=[CH:4][N:3]=1. (2) Given the reactants [CH3:1][C:2]1[CH:9]=[CH:8][CH:7]=[CH:6][C:3]=1[CH2:4][OH:5].[ClH:10].[NH2:11][CH2:12][C:13](=[O:19])[CH2:14][CH2:15][C:16](O)=[O:17], predict the reaction product. The product is: [ClH:10].[NH2:11][CH2:12][C:13](=[O:19])[CH2:14][CH2:15][C:16]([O:5][CH2:4][C:3]1[CH:6]=[CH:7][CH:8]=[CH:9][C:2]=1[CH3:1])=[O:17]. (3) The product is: [NH2:36][C:37]1([C:41]2[CH:42]=[CH:43][C:44]([C:47]3[C:56](=[O:57])[C:55]4[C:50](=[CH:51][C:52]([O:61][CH3:62])=[C:53]([C:58]([NH2:59])=[O:60])[CH:54]=4)[O:49][C:48]=3[C:63]3[CH:64]=[CH:65][CH:66]=[CH:67][CH:68]=3)=[CH:45][CH:46]=2)[CH2:38][CH2:39][CH2:40]1. Given the reactants NC1(C2C=CC(C3C(=O)C4C(=CC=C(F)C=4)OC=3C3C=CC=CC=3)=CC=2)CCC1.C(OC(=O)[NH:36][C:37]1([C:41]2[CH:46]=[CH:45][C:44]([C:47]3[C:56](=[O:57])[C:55]4[C:50](=[CH:51][C:52]([O:61][CH3:62])=[C:53]([C:58](=[O:60])[NH2:59])[CH:54]=4)[O:49][C:48]=3[C:63]3[CH:68]=[CH:67][CH:66]=[CH:65][CH:64]=3)=[CH:43][CH:42]=2)[CH2:40][CH2:39][CH2:38]1)(C)(C)C, predict the reaction product. (4) Given the reactants C1CN([P+](ON2[N:26]=[N:25][C:20]3C=[CH:22][CH:23]=[CH:24][C:19]2=3)(N2CCCC2)N2CCCC2)CC1.F[P-](F)(F)(F)(F)F.[C:34]([O:38][C:39]([C:41]1[C:42]([C:61](O)=[O:62])=[N:43][C:44]([C:54]2[CH:59]=[CH:58][C:57]([CH3:60])=[CH:56][CH:55]=2)=[C:45]([C:47]2[CH:52]=[CH:51][C:50]([CH3:53])=[CH:49][CH:48]=2)[N:46]=1)=[O:40])([CH3:37])([CH3:36])[CH3:35].[Cl-].N1([NH3+])CCCCC1, predict the reaction product. The product is: [CH3:60][C:57]1[CH:56]=[CH:55][C:54]([C:44]2[N:43]=[C:42]([C:61]([NH:26][N:25]3[CH2:22][CH2:23][CH2:24][CH2:19][CH2:20]3)=[O:62])[C:41]([C:39]([O:38][C:34]([CH3:35])([CH3:37])[CH3:36])=[O:40])=[N:46][C:45]=2[C:47]2[CH:48]=[CH:49][C:50]([CH3:53])=[CH:51][CH:52]=2)=[CH:59][CH:58]=1. (5) Given the reactants Cl[C:2]1[C:7]([C:8]([O:10][CH2:11][CH3:12])=[O:9])=[CH:6][N:5]=[C:4]2[N:13]([CH2:16][CH3:17])[N:14]=[CH:15][C:3]=12.[NH2:18][CH:19]1[CH2:24][CH2:23][CH:22]([NH2:25])[CH2:21][CH2:20]1, predict the reaction product. The product is: [NH2:18][CH:19]1[CH2:24][CH2:23][CH:22]([NH:25][C:2]2[C:7]([C:8]([O:10][CH2:11][CH3:12])=[O:9])=[CH:6][N:5]=[C:4]3[N:13]([CH2:16][CH3:17])[N:14]=[CH:15][C:3]=23)[CH2:21][CH2:20]1. (6) The product is: [NH2:1][C:2]1[C:3]2[C:10]([C:11](=[NH:12])[NH2:13])=[CH:9][N:8]([C@H:14]3[C@@H:15]([N:37]=[N+:38]=[N-:39])[C@H:16]([OH:17])[C@@H:23]([CH2:22][OH:21])[O:24]3)[C:4]=2[N:5]=[CH:6][N:7]=1. Given the reactants [NH2:1][C:2]1[C:3]2[C:10]([C:11](=[NH:13])[NH2:12])=[CH:9][N:8]([C@@H:14]3[O:24][C@H:23]4[C@@H:16]([O:17][Si](C(C)C)(C(C)C)O[Si](C(C)C)(C(C)C)[O:21][CH2:22]4)[C@@H:15]3[N:37]=[N+:38]=[N-:39])[C:4]=2[N:5]=[CH:6][N:7]=1.CCCC[N+](CCCC)(CCCC)CCCC.[F-], predict the reaction product. (7) Given the reactants C(OC([N:8]1[CH2:12][CH2:11][CH:10]2[N:13]([C:29](=[O:42])[CH2:30][NH:31][C:32]([O:34][CH2:35][C:36]3[CH:41]=[CH:40][CH:39]=[CH:38][CH:37]=3)=[O:33])[CH2:14][CH:15]([C:16](=[O:28])[NH:17][C:18]3[C:27]4[C:22](=[CH:23][CH:24]=[CH:25][CH:26]=4)[CH:21]=[CH:20][CH:19]=3)[CH:9]12)=O)(C)(C)C.C(O)(C(F)(F)F)=O, predict the reaction product. The product is: [CH2:35]([O:34][C:32](=[O:33])[NH:31][CH2:30][C:29]([N:13]1[CH2:14][CH:15]([C:16](=[O:28])[NH:17][C:18]2[C:27]3[C:22](=[CH:23][CH:24]=[CH:25][CH:26]=3)[CH:21]=[CH:20][CH:19]=2)[CH:9]2[NH:8][CH2:12][CH2:11][CH:10]12)=[O:42])[C:36]1[CH:37]=[CH:38][CH:39]=[CH:40][CH:41]=1. (8) The product is: [Br:1][C:2]1[C:3]2[N:4]([N:8]=[C:9]([NH:17][C:28]([CH:25]3[CH2:27][CH2:26]3)=[O:29])[C:10]=2[C:11]2[CH:16]=[CH:15][CH:14]=[CH:13][CH:12]=2)[CH:5]=[CH:6][CH:7]=1. Given the reactants [Br:1][C:2]1[C:3]2[N:4]([N:8]=[C:9]([NH2:17])[C:10]=2[C:11]2[CH:16]=[CH:15][CH:14]=[CH:13][CH:12]=2)[CH:5]=[CH:6][CH:7]=1.CCN(CC)CC.[CH:25]1([C:28](Cl)=[O:29])[CH2:27][CH2:26]1, predict the reaction product. (9) Given the reactants Br[C:2]1[N:3]([CH:17]2[CH2:22][CH2:21][CH2:20][CH2:19][O:18]2)[C:4]2[C:9]([N:10]=1)=[C:8]([NH2:11])[N:7]=[C:6]([O:12][C@@H:13]([CH3:16])[CH2:14][CH3:15])[N:5]=2.[CH3:23][O-:24].[Na+], predict the reaction product. The product is: [CH3:23][O:24][C:2]1[N:3]([CH:17]2[CH2:22][CH2:21][CH2:20][CH2:19][O:18]2)[C:4]2[C:9]([N:10]=1)=[C:8]([NH2:11])[N:7]=[C:6]([O:12][C@@H:13]([CH3:16])[CH2:14][CH3:15])[N:5]=2.